From a dataset of Peptide-MHC class II binding affinity with 134,281 pairs from IEDB. Regression. Given a peptide amino acid sequence and an MHC pseudo amino acid sequence, predict their binding affinity value. This is MHC class II binding data. (1) The peptide sequence is PTSENNAHHVCWLEA. The MHC is HLA-DQA10201-DQB10301 with pseudo-sequence HLA-DQA10201-DQB10301. The binding affinity (normalized) is 0.400. (2) The peptide sequence is FDALSGSQEVEFIGY. The MHC is DRB4_0101 with pseudo-sequence DRB4_0103. The binding affinity (normalized) is 0.158. (3) The peptide sequence is INAGFKAALAAAAGVPPADKY. The MHC is DRB1_1001 with pseudo-sequence DRB1_1001. The binding affinity (normalized) is 0.942. (4) The peptide sequence is ALSAEYAAVAQELSV. The MHC is HLA-DQA10101-DQB10501 with pseudo-sequence HLA-DQA10101-DQB10501. The binding affinity (normalized) is 0.281.